Dataset: Forward reaction prediction with 1.9M reactions from USPTO patents (1976-2016). Task: Predict the product of the given reaction. (1) Given the reactants Cl[C:2]1[N:7]2[N:8]=[C:9]([NH:11][C:12](=[O:19])[C:13]3[CH:18]=[CH:17][CH:16]=[N:15][CH:14]=3)[N:10]=[C:6]2[CH:5]=[C:4]([C:20]([F:23])([F:22])[F:21])[CH:3]=1.[CH:24]1([NH2:31])[CH2:30][CH2:29][CH2:28][CH2:27][CH2:26][CH2:25]1, predict the reaction product. The product is: [CH:24]1([NH:31][C:2]2[N:7]3[N:8]=[C:9]([NH:11][C:12](=[O:19])[C:13]4[CH:18]=[CH:17][CH:16]=[N:15][CH:14]=4)[N:10]=[C:6]3[CH:5]=[C:4]([C:20]([F:23])([F:22])[F:21])[CH:3]=2)[CH2:30][CH2:29][CH2:28][CH2:27][CH2:26][CH2:25]1. (2) Given the reactants [CH2:1]([O:8][C:9](=[O:18])[NH:10][C:11]1[CH:16]=[CH:15][NH:14][C:13](=[O:17])[N:12]=1)[C:2]1[CH:7]=[CH:6][CH:5]=[CH:4][CH:3]=1.Br[CH2:20][CH2:21][C:22]#[CH:23].C([O-])([O-])=O.[K+].[K+], predict the reaction product. The product is: [CH2:1]([O:8][C:9](=[O:18])[NH:10][C:11]1[CH:16]=[CH:15][N:14]([CH2:23][CH2:22][C:21]#[CH:20])[C:13](=[O:17])[N:12]=1)[C:2]1[CH:7]=[CH:6][CH:5]=[CH:4][CH:3]=1.